From a dataset of Reaction yield outcomes from USPTO patents with 853,638 reactions. Predict the reaction yield, written as a fraction of the theoretical maximum amount of product (1.0 means a 100% yield; for example, 0.34 means a 34% yield). (1) The reactants are [O:1]=[C:2]1[C:11]2[CH:12]=[CH:13][S:14][C:10]=2[C:9]2[CH:8]=[CH:7][C:6]([C:15]([O:17]C)=[O:16])=[CH:5][C:4]=2[NH:3]1.CO.C1COCC1.[Li+].[OH-]. The catalyst is O. The product is [O:1]=[C:2]1[C:11]2[CH:12]=[CH:13][S:14][C:10]=2[C:9]2[CH:8]=[CH:7][C:6]([C:15]([OH:17])=[O:16])=[CH:5][C:4]=2[NH:3]1. The yield is 0.960. (2) The reactants are [N:1]1([C:7]2[N:15]=[C:14]([C:16]3[CH:17]=[C:18]([CH2:22][OH:23])[CH:19]=[CH:20][CH:21]=3)[N:13]=[C:12]3[C:8]=2[N:9]=[CH:10][N:11]3[CH:24]2[CH2:29][CH2:28][NH:27][CH2:26][CH2:25]2)[CH2:6][CH2:5][O:4][CH2:3][CH2:2]1.[BH3-][C:31]#[N:32].[Na+].[CH3:34][O:35][C:36]1C=N[CH:39]=[C:40](OC)[C:41]=1[CH:42]=O.[CH3:46][OH:47]. The catalyst is [Cl-].[Zn+2].[Cl-]. The product is [CH3:34][O:35][C:36]1[C:41]([CH2:42][N:27]2[CH2:28][CH2:29][CH:24]([N:11]3[CH:10]=[N:9][C:8]4[C:12]3=[N:13][C:14]([C:16]3[CH:17]=[C:18]([CH2:22][OH:23])[CH:19]=[CH:20][CH:21]=3)=[N:15][C:7]=4[N:1]3[CH2:6][CH2:5][O:4][CH2:3][CH2:2]3)[CH2:25][CH2:26]2)=[CH:40][CH:39]=[C:31]([O:47][CH3:46])[N:32]=1. The yield is 0.290. (3) The catalyst is S(Cl)(Cl)=O.CO. The reactants are Cl[S:2]([OH:5])(=O)=[O:3].[NH:6]([C:13]1[N:18]=[C:17]([C:19]2[N:23]([CH2:24][CH3:25])[CH:22]=[N:21][CH:20]=2)[CH:16]=[CH:15][N:14]=1)[C:7]1[CH:12]=[CH:11][CH:10]=[CH:9][CH:8]=1.[CH:26]1([NH2:29])[CH2:28][CH2:27]1.Cl.CCOCC. The yield is 0.560. The product is [CH2:24]([N:23]1[C:19]([C:17]2[CH:16]=[CH:15][N:14]=[C:13]([NH:6][C:7]3[CH:12]=[CH:11][C:10]([S:2](=[O:5])(=[O:3])[NH:29][CH:26]4[CH2:28][CH2:27]4)=[CH:9][CH:8]=3)[N:18]=2)=[CH:20][N:21]=[CH:22]1)[CH3:25]. (4) The reactants are Cl[C:2]1[C:7]([Cl:8])=[N:6][CH:5]=[CH:4][N:3]=1.[CH3:9][N:10]1[CH:14]=[C:13](B2OC(C)(C)C(C)(C)O2)[CH:12]=[N:11]1.C([O-])([O-])=O.[Na+].[Na+].COCCOC. The catalyst is Cl[Pd](Cl)([P](C1C=CC=CC=1)(C1C=CC=CC=1)C1C=CC=CC=1)[P](C1C=CC=CC=1)(C1C=CC=CC=1)C1C=CC=CC=1.O. The product is [Cl:8][C:7]1[C:2]([C:13]2[CH:12]=[N:11][N:10]([CH3:9])[CH:14]=2)=[N:3][CH:4]=[CH:5][N:6]=1. The yield is 0.530. (5) The reactants are [O:1]1[C:3]2([CH2:8][CH2:7][N:6]([C:9]([O:11][CH2:12][C:13]3[CH:18]=[CH:17][CH:16]=[CH:15][CH:14]=3)=[O:10])[CH2:5][CH2:4]2)[CH2:2]1.[CH:19]1([NH2:25])[CH2:24][CH2:23][CH2:22][CH2:21][CH2:20]1.Cl([O-])(=O)(=O)=O.[Li+]. The catalyst is C(#N)C. The product is [CH:19]1([NH:25][CH2:2][C:3]2([OH:1])[CH2:8][CH2:7][N:6]([C:9]([O:11][CH2:12][C:13]3[CH:18]=[CH:17][CH:16]=[CH:15][CH:14]=3)=[O:10])[CH2:5][CH2:4]2)[CH2:24][CH2:23][CH2:22][CH2:21][CH2:20]1. The yield is 0.960. (6) The reactants are [Cl:1][C:2]1[CH:18]=[CH:17][CH:16]=[CH:15][C:3]=1[C:4]([C@H:6]1[CH2:11][CH2:10][C@H:9]([C:12]([OH:14])=[O:13])[CH2:8][CH2:7]1)=O.C([SiH](CC)CC)C. The catalyst is FC(F)(F)C(O)=O. The product is [Cl:1][C:2]1[CH:18]=[CH:17][CH:16]=[CH:15][C:3]=1[CH2:4][CH:6]1[CH2:11][CH2:10][CH:9]([C:12]([OH:14])=[O:13])[CH2:8][CH2:7]1. The yield is 0.420. (7) The reactants are [Cl:1][C:2]1[CH:3]=[N+:4]([O-:27])[CH:5]=[C:6]([Cl:26])[C:7]=1[CH2:8][C@@H:9]([C:11]1[CH:16]=[CH:15][C:14]([O:17][CH:18]([F:20])[F:19])=[C:13]([O:21][CH2:22][CH:23]2[CH2:25][CH2:24]2)[CH:12]=1)[OH:10].C(Cl)CCl.[C:32]([O:36][C:37]([N:39]([CH2:52][CH2:53][N:54]([CH3:56])[CH3:55])[S:40]([C:43]1[CH:51]=[CH:50][C:46]([C:47](O)=[O:48])=[CH:45][CH:44]=1)(=[O:42])=[O:41])=[O:38])([CH3:35])([CH3:34])[CH3:33]. The catalyst is C(Cl)Cl.CN(C1C=CN=CC=1)C. The product is [C:32]([O:36][C:37]([N:39]([CH2:52][CH2:53][N:54]([CH3:56])[CH3:55])[S:40]([C:43]1[CH:44]=[CH:45][C:46]([C:47]([O:10][C@H:9]([C:11]2[CH:16]=[CH:15][C:14]([O:17][CH:18]([F:20])[F:19])=[C:13]([O:21][CH2:22][CH:23]3[CH2:25][CH2:24]3)[CH:12]=2)[CH2:8][C:7]2[C:6]([Cl:26])=[CH:5][N+:4]([O-:27])=[CH:3][C:2]=2[Cl:1])=[O:48])=[CH:50][CH:51]=1)(=[O:42])=[O:41])=[O:38])([CH3:35])([CH3:34])[CH3:33]. The yield is 0.790.